Dataset: Forward reaction prediction with 1.9M reactions from USPTO patents (1976-2016). Task: Predict the product of the given reaction. (1) Given the reactants Cl[CH2:2][C:3]([N:5]([CH2:10][C:11]1([OH:24])[CH2:16][CH2:15][N:14]([C:17]([O:19][C:20]([CH3:23])([CH3:22])[CH3:21])=[O:18])[CH2:13][CH2:12]1)[C:6]1([CH3:9])[CH2:8][CH2:7]1)=[O:4].[H-].[Na+], predict the reaction product. The product is: [CH3:9][C:6]1([N:5]2[CH2:10][C:11]3([CH2:16][CH2:15][N:14]([C:17]([O:19][C:20]([CH3:23])([CH3:22])[CH3:21])=[O:18])[CH2:13][CH2:12]3)[O:24][CH2:2][C:3]2=[O:4])[CH2:8][CH2:7]1. (2) Given the reactants [Br:1][C:2]1[CH:7]=[CH:6][C:5]([S:8](Cl)(=[O:10])=[O:9])=[C:4]([CH3:12])[CH:3]=1.[CH3:13][NH:14][CH3:15], predict the reaction product. The product is: [Br:1][C:2]1[CH:7]=[CH:6][C:5]([S:8]([N:14]([CH3:15])[CH3:13])(=[O:10])=[O:9])=[C:4]([CH3:12])[CH:3]=1. (3) Given the reactants [Cl-].[CH3:2][O:3][CH2:4][P+](C1C=CC=CC=1)(C1C=CC=CC=1)C1C=CC=CC=1.CC(C)([O-])C.[K+].[CH3:30][O:31][C:32]1[CH:39]=[CH:38][CH:37]=[C:36]([O:40][C:41]2[CH:46]=[CH:45][CH:44]=[C:43]([Br:47])[N:42]=2)[C:33]=1[CH:34]=O.[NH4+], predict the reaction product. The product is: [Br:47][C:43]1[CH:44]=[CH:45][CH:46]=[C:41]([O:40][C:36]2[CH:37]=[CH:38][CH:39]=[C:32]([O:31][CH3:30])[C:33]=2/[CH:34]=[CH:2]/[O:3][CH3:4])[N:42]=1. (4) Given the reactants [NH2:1][C:2]1[N:3]=[C:4]2[C:13]3[C:7]([CH2:8][CH:9]([C:14](O)=[O:15])[S:10][C:11]=3[N:12]=1)=[N:6][N:5]2[CH2:17][C:18]1[C:23]([CH3:24])=[C:22]([O:25][CH3:26])[C:21]([CH3:27])=[CH:20][N:19]=1.[CH:28]1([NH2:31])[CH2:30][CH2:29]1.O.ON1C2C=CC=CC=2N=N1.Cl.CN(C)CCCN=C=NCC, predict the reaction product. The product is: [NH2:1][C:2]1[N:3]=[C:4]2[C:13]3[C:7]([CH2:8][CH:9]([C:14]([NH:31][CH:28]4[CH2:30][CH2:29]4)=[O:15])[S:10][C:11]=3[N:12]=1)=[N:6][N:5]2[CH2:17][C:18]1[C:23]([CH3:24])=[C:22]([O:25][CH3:26])[C:21]([CH3:27])=[CH:20][N:19]=1. (5) Given the reactants [NH:1]1[CH2:6][CH2:5][CH:4]([NH:7][C:8]([C:10]2[C:14]3[N:15]=[CH:16][N:17]=[C:18]([C:19]4[CH:24]=[C:23]([O:25][CH3:26])[CH:22]=[CH:21][C:20]=4[O:27][CH2:28][CH:29]4[CH2:31][CH2:30]4)[C:13]=3[NH:12][CH:11]=2)=[O:9])[CH2:3][CH2:2]1.Cl[C:33]([CH2:35][O:36]C(=O)C)=[O:34], predict the reaction product. The product is: [OH:36][CH2:35][C:33]([N:1]1[CH2:2][CH2:3][CH:4]([NH:7][C:8]([C:10]2[C:14]3[N:15]=[CH:16][N:17]=[C:18]([C:19]4[CH:24]=[C:23]([O:25][CH3:26])[CH:22]=[CH:21][C:20]=4[O:27][CH2:28][CH:29]4[CH2:30][CH2:31]4)[C:13]=3[NH:12][CH:11]=2)=[O:9])[CH2:5][CH2:6]1)=[O:34]. (6) The product is: [Br:1][C:2]1[N:7]=[C:6]([C:8]([NH2:21])=[O:9])[C:5]([NH:13][CH2:14][C:15]2[CH:19]=[CH:18][O:17][N:16]=2)=[CH:4][C:3]=1[F:20]. Given the reactants [Br:1][C:2]1[N:7]=[C:6]([C:8](OCC)=[O:9])[C:5]([NH:13][CH2:14][C:15]2[CH:19]=[CH:18][O:17][N:16]=2)=[CH:4][C:3]=1[F:20].[NH3:21], predict the reaction product. (7) Given the reactants Cl[C:2]1[N:7]=[CH:6][C:5]([CH:8]=[O:9])=[CH:4][CH:3]=1.[CH2:10]([N:12]1[CH2:17][CH2:16][NH:15][CH2:14][CH2:13]1)[CH3:11], predict the reaction product. The product is: [CH2:10]([N:12]1[CH2:17][CH2:16][N:15]([C:2]2[N:7]=[CH:6][C:5]([CH:8]=[O:9])=[CH:4][CH:3]=2)[CH2:14][CH2:13]1)[CH3:11]. (8) Given the reactants [Cl-].[C:2]([C:4]1[C:16]([N+:17]([O-:19])=[O:18])=[CH:15][CH:14]=[CH:13][C:5]=1[O:6][CH2:7][C@H:8]1[CH2:12][CH2:11][CH2:10][NH2+:9]1)#[N:3].[C:20](Cl)(=[O:22])[CH3:21], predict the reaction product. The product is: [C:20]([N:9]1[CH2:10][CH2:11][CH2:12][C@@H:8]1[CH2:7][O:6][C:5]1[CH:13]=[CH:14][CH:15]=[C:16]([N+:17]([O-:19])=[O:18])[C:4]=1[C:2]#[N:3])(=[O:22])[CH3:21]. (9) Given the reactants [CH3:1][C:2]1[N:7]=[CH:6][C:5]([N:8]2[CH:12]=[C:11]([C:13]3[CH:18]=[CH:17][CH:16]=[CH:15][N:14]=3)[N:10]=[C:9]2[C:19]2[CH:24]=[CH:23][C:22]([NH:25][C:26]3[C:31]([NH2:32])=[CH:30][CH:29]=[CH:28][N:27]=3)=[CH:21][CH:20]=2)=[CH:4][CH:3]=1.[C:33](O[C:33](=O)[CH:34]([CH3:36])[CH3:35])(=O)[CH:34]([CH3:36])[CH3:35].C(O)(=O)C(C)C, predict the reaction product. The product is: [CH:34]([C:36]1[N:25]([C:22]2[CH:21]=[CH:20][C:19]([C:9]3[N:8]([C:5]4[CH:6]=[N:7][C:2]([CH3:1])=[CH:3][CH:4]=4)[CH:12]=[C:11]([C:13]4[CH:18]=[CH:17][CH:16]=[CH:15][N:14]=4)[N:10]=3)=[CH:24][CH:23]=2)[C:26]2=[N:27][CH:28]=[CH:29][CH:30]=[C:31]2[N:32]=1)([CH3:35])[CH3:33].